This data is from Peptide-MHC class II binding affinity with 134,281 pairs from IEDB. The task is: Regression. Given a peptide amino acid sequence and an MHC pseudo amino acid sequence, predict their binding affinity value. This is MHC class II binding data. (1) The peptide sequence is IMGAVLIWV. The MHC is DRB3_0101 with pseudo-sequence DRB3_0101. The binding affinity (normalized) is 0. (2) The peptide sequence is EICPAVKRDVDLFLTGT. The MHC is DRB1_0405 with pseudo-sequence DRB1_0405. The binding affinity (normalized) is 0.318. (3) The binding affinity (normalized) is 0.148. The MHC is DRB1_0301 with pseudo-sequence DRB1_0301. The peptide sequence is NSQDHGWDLNAASAY. (4) The MHC is HLA-DQA10401-DQB10402 with pseudo-sequence HLA-DQA10401-DQB10402. The peptide sequence is TLWQRPIVTIKIGGQLKEAL. The binding affinity (normalized) is 0. (5) The peptide sequence is MKTGRRGSANGKTLG. The MHC is DRB1_1301 with pseudo-sequence DRB1_1301. The binding affinity (normalized) is 0.255. (6) The peptide sequence is GLRSLTDLLRALGAQ. The MHC is DRB1_1302 with pseudo-sequence DRB1_1302. The binding affinity (normalized) is 0.140. (7) The peptide sequence is VQDPKFWELVDEERK. The MHC is DRB3_0101 with pseudo-sequence DRB3_0101. The binding affinity (normalized) is 0.320. (8) The MHC is DRB1_0405 with pseudo-sequence DRB1_0405. The binding affinity (normalized) is 0.615. The peptide sequence is YDKFLANVDTVLTGK. (9) The MHC is DRB3_0202 with pseudo-sequence DRB3_0202. The peptide sequence is FKAAVAAAAGAPPAD. The binding affinity (normalized) is 0.280. (10) The peptide sequence is LWEVKSAKPLTGPMN. The MHC is DRB3_0202 with pseudo-sequence DRB3_0202. The binding affinity (normalized) is 0.0648.